Dataset: Full USPTO retrosynthesis dataset with 1.9M reactions from patents (1976-2016). Task: Predict the reactants needed to synthesize the given product. (1) Given the product [F:19][CH:17]([F:18])[C:12]1[N:13]([CH2:15][CH3:16])[CH:14]=[C:9]([OH:8])[C:10](=[O:20])[CH:11]=1, predict the reactants needed to synthesize it. The reactants are: C([O:8][C:9]1[C:10](=[O:20])[CH:11]=[C:12]([CH:17]([F:19])[F:18])[N:13]([CH2:15][CH3:16])[CH:14]=1)C1C=CC=CC=1.[H][H]. (2) Given the product [Cl:1][C:2]1[CH:29]=[C:28]([Cl:30])[CH:27]=[CH:26][C:3]=1[C:4]([N:6]([C:7]1[S:8][CH:9]=[C:10]([C:12]([N:31]2[CH2:35][CH2:34][CH2:33][CH2:32]2)=[O:14])[N:11]=1)[C:15]1[CH:20]=[CH:19][C:18]([O:21][C:22]([F:24])([F:25])[F:23])=[CH:17][CH:16]=1)=[O:5], predict the reactants needed to synthesize it. The reactants are: [Cl:1][C:2]1[CH:29]=[C:28]([Cl:30])[CH:27]=[CH:26][C:3]=1[C:4]([N:6]([C:15]1[CH:20]=[CH:19][C:18]([O:21][C:22]([F:25])([F:24])[F:23])=[CH:17][CH:16]=1)[C:7]1[S:8][CH:9]=[C:10]([C:12]([OH:14])=O)[N:11]=1)=[O:5].[NH:31]1[CH2:35][CH2:34][CH2:33][CH2:32]1.C(N1C=CN=C1)(N1C=CN=C1)=O.Cl. (3) Given the product [CH3:18][C:17]1[C:12]([C:6]2[N:7]=[C:8]3[C:3]([C:2]([NH:19][C:20]4[CH:25]=[N:24][C:23]([C:26]([F:29])([F:27])[F:28])=[CH:22][N:21]=4)=[CH:11][CH:10]=[N:9]3)=[CH:4][CH:5]=2)=[N:13][CH:14]=[CH:15][CH:16]=1, predict the reactants needed to synthesize it. The reactants are: Cl[C:2]1[CH:11]=[CH:10][N:9]=[C:8]2[C:3]=1[CH:4]=[CH:5][C:6]([C:12]1[C:17]([CH3:18])=[CH:16][CH:15]=[CH:14][N:13]=1)=[N:7]2.[NH2:19][C:20]1[CH:25]=[N:24][C:23]([C:26]([F:29])([F:28])[F:27])=[CH:22][N:21]=1.CC1(C)C2C(=C(P(C3C=CC=CC=3)C3C=CC=CC=3)C=CC=2)OC2C(P(C3C=CC=CC=3)C3C=CC=CC=3)=CC=CC1=2.C([O-])([O-])=O.[Cs+].[Cs+].